Dataset: Full USPTO retrosynthesis dataset with 1.9M reactions from patents (1976-2016). Task: Predict the reactants needed to synthesize the given product. (1) The reactants are: C([N:8]([CH2:16][CH:17]1[CH2:22][NH:21][C:20](=[O:23])[CH2:19][O:18]1)CC1C=CC=CC=1)C1C=CC=CC=1. Given the product [NH2:8][CH2:16][CH:17]1[CH2:22][NH:21][C:20](=[O:23])[CH2:19][O:18]1, predict the reactants needed to synthesize it. (2) Given the product [Br:1][C:5]1[CH:4]=[N:3][C:8]2[NH:9][CH2:10][CH2:11][CH2:12][O:13][C:7]=2[CH:6]=1, predict the reactants needed to synthesize it. The reactants are: [Br:1]Br.[N:3]1[C:8]2[NH:9][CH2:10][CH2:11][CH2:12][O:13][C:7]=2[CH:6]=[CH:5][CH:4]=1.C([O-])([O-])=O.[K+].[K+]. (3) Given the product [Br:1][C:2]1[S:6][CH:5]=[C:4]([C:7]([N:10]2[C@@H:19]3[C@@H:14]([CH2:15][CH2:16][CH2:17][CH2:18]3)[CH2:13][CH2:12][CH2:11]2)=[O:9])[CH:3]=1, predict the reactants needed to synthesize it. The reactants are: [Br:1][C:2]1[S:6][CH:5]=[C:4]([C:7]([OH:9])=O)[CH:3]=1.[NH:10]1[CH:19]2[CH:14]([CH2:15][CH2:16][CH2:17][CH2:18]2)[CH2:13][CH2:12][CH2:11]1.CN(C(ON1N=NC2C=CC=NC1=2)=[N+](C)C)C.F[P-](F)(F)(F)(F)F. (4) Given the product [CH2:1]([O:3][C:4](=[O:18])[CH2:5][CH2:6][NH:7][C:8](=[O:17])[C:9]1[CH:14]=[CH:13][C:12]([CH2:15][NH:29][C:28]2[CH:30]=[CH:31][C:25]([CH:19]3[CH2:24][CH2:23][CH2:22][CH2:21][CH2:20]3)=[CH:26][CH:27]=2)=[CH:11][CH:10]=1)[CH3:2], predict the reactants needed to synthesize it. The reactants are: [CH2:1]([O:3][C:4](=[O:18])[CH2:5][CH2:6][NH:7][C:8](=[O:17])[C:9]1[CH:14]=[CH:13][C:12]([CH:15]=O)=[CH:11][CH:10]=1)[CH3:2].[CH:19]1([C:25]2[CH:31]=[CH:30][C:28]([NH2:29])=[CH:27][CH:26]=2)[CH2:24][CH2:23][CH2:22][CH2:21][CH2:20]1.C(O)(=O)C.C([BH3-])#N.[Na+]. (5) Given the product [O:30]=[S:6]1(=[O:29])[CH:7]([C:11]2[CH:28]=[CH:27][C:14]([CH2:15][C:16]3([C:22]([O:24][CH2:25][CH3:26])=[O:23])[CH2:20][CH2:19][C:18](=[O:21])[NH:17]3)=[CH:13][CH:12]=2)[CH2:8][C:9](=[O:10])[NH:5]1, predict the reactants needed to synthesize it. The reactants are: C([N:5]1[C:9](=[O:10])[CH2:8][CH:7]([C:11]2[CH:28]=[CH:27][C:14]([CH2:15][C:16]3([C:22]([O:24][CH2:25][CH3:26])=[O:23])[CH2:20][CH2:19][C:18](=[O:21])[NH:17]3)=[CH:13][CH:12]=2)[S:6]1(=[O:30])=[O:29])(C)(C)C.FC(F)(F)C(O)=O. (6) Given the product [C:25]([CH2:26][CH2:27][CH2:28][CH2:29][CH2:30][C:13]([CH3:12])([C:19]([CH3:21])=[O:20])[C:14]([O:16][CH2:17][CH3:18])=[O:15])([O:24][CH2:22][CH3:23])=[O:32], predict the reactants needed to synthesize it. The reactants are: CC(C)([O-])C.[K+].CC(C)([O-])C.[CH3:12][CH:13]([C:19]([CH3:21])=[O:20])[C:14]([O:16][CH2:17][CH3:18])=[O:15].[CH2:22]([O:24][C:25](=[O:32])[CH2:26][CH2:27][CH2:28][CH2:29][CH2:30]Br)[CH3:23]. (7) Given the product [C:18]([O:22][C:23]1[C:24]([CH2:29][N:15]2[CH2:14][CH2:13][CH:12]([C:10](=[O:11])[CH2:9][C:4]3[CH:5]=[CH:6][CH:7]=[CH:8][C:3]=3[CH3:2])[CH2:17][CH2:16]2)=[N:25][CH:26]=[CH:27][N:28]=1)([CH3:21])([CH3:20])[CH3:19], predict the reactants needed to synthesize it. The reactants are: Cl.[CH3:2][C:3]1[CH:8]=[CH:7][CH:6]=[CH:5][C:4]=1[CH2:9][C:10]([CH:12]1[CH2:17][CH2:16][NH:15][CH2:14][CH2:13]1)=[O:11].[C:18]([O:22][C:23]1[C:24]([CH:29]=O)=[N:25][CH:26]=[CH:27][N:28]=1)([CH3:21])([CH3:20])[CH3:19].C(O[BH-](OC(=O)C)OC(=O)C)(=O)C.[Na+].[OH-].[Na+]. (8) The reactants are: [C:1]([O:5][C:6]([NH:8][CH:9]1[CH2:12][NH:11][CH2:10]1)=[O:7])([CH3:4])([CH3:3])[CH3:2].Br[C:14]1[S:15][C:16]([C:22]([O:24][CH2:25][CH3:26])=[O:23])=[C:17]([CH2:19][CH2:20][CH3:21])[N:18]=1.C(N(C(C)C)CC)(C)C. Given the product [C:1]([O:5][C:6]([NH:8][CH:9]1[CH2:10][N:11]([C:14]2[S:15][C:16]([C:22]([O:24][CH2:25][CH3:26])=[O:23])=[C:17]([CH2:19][CH2:20][CH3:21])[N:18]=2)[CH2:12]1)=[O:7])([CH3:4])([CH3:2])[CH3:3], predict the reactants needed to synthesize it.